From a dataset of Full USPTO retrosynthesis dataset with 1.9M reactions from patents (1976-2016). Predict the reactants needed to synthesize the given product. (1) The reactants are: [NH2:1][C@H:2]1[C:11]2[C:6](=[CH:7][CH:8]=[C:9]([O:12][CH2:13][CH2:14][O:15][Si:16]([C:19]([CH3:22])([CH3:21])[CH3:20])([CH3:18])[CH3:17])[CH:10]=2)[N:5]([C:23](=[O:25])[CH3:24])[C@@H:4]([CH:26]2[CH2:28][CH2:27]2)[C@@H:3]1[CH3:29].Br[C:31]1[N:36]=[C:35]([CH3:37])[CH:34]=[CH:33][N:32]=1.CC(C)([O-])C.[Na+].CN(C1C(C2C(P(C3CCCCC3)C3CCCCC3)=CC=CC=2)=CC=CC=1)C. Given the product [Si:16]([O:15][CH2:14][CH2:13][O:12][C:9]1[CH:10]=[C:11]2[C:6](=[CH:7][CH:8]=1)[N:5]([C:23](=[O:25])[CH3:24])[C@@H:4]([CH:26]1[CH2:28][CH2:27]1)[C@H:3]([CH3:29])[C@H:2]2[NH:1][C:31]1[N:36]=[C:35]([CH3:37])[CH:34]=[CH:33][N:32]=1)([C:19]([CH3:21])([CH3:22])[CH3:20])([CH3:18])[CH3:17], predict the reactants needed to synthesize it. (2) Given the product [C:2]([N+:6]([O-:7])=[CH:14][C:10]1[CH:9]=[N:8][CH:13]=[CH:12][CH:11]=1)([CH3:5])([CH3:4])[CH3:3], predict the reactants needed to synthesize it. The reactants are: Cl.[C:2]([NH:6][OH:7])([CH3:5])([CH3:4])[CH3:3].[N:8]1[CH:13]=[CH:12][CH:11]=[C:10]([CH:14]=O)[CH:9]=1.[O-]S([O-])(=O)=O.[Mg+2].CCN(CC)CC.N(CC)(CC)CC.Cl. (3) Given the product [CH:11]1([CH2:17][C@@H:18]([NH2:34])[CH2:19][N:20]2[CH2:25][CH2:24][N:23]([C:26]3[CH:31]=[CH:30][CH:29]=[CH:28][C:27]=3[OH:32])[CH2:22][CH2:21]2)[CH2:16][CH2:15][CH2:14][CH2:13][CH2:12]1, predict the reactants needed to synthesize it. The reactants are: CC(C)([O-])C.[K+].C(S)CC.[CH:11]1([CH2:17][C@@H:18]([NH2:34])[CH2:19][N:20]2[CH2:25][CH2:24][N:23]([C:26]3[CH:31]=[CH:30][CH:29]=[CH:28][C:27]=3[O:32]C)[CH2:22][CH2:21]2)[CH2:16][CH2:15][CH2:14][CH2:13][CH2:12]1. (4) Given the product [CH2:1]([N:8]1[C:16]2[C:11](=[C:12]([O:17][C:18]([F:27])([C:23]([Br:26])([F:24])[F:25])[C:19]([OH:21])=[O:20])[CH:13]=[CH:14][CH:15]=2)[CH:10]=[C:9]1[CH3:28])[C:2]1[CH:3]=[CH:4][CH:5]=[CH:6][CH:7]=1, predict the reactants needed to synthesize it. The reactants are: [CH2:1]([N:8]1[C:16]2[C:11](=[C:12]([O:17][C:18]([F:27])([C:23]([Br:26])([F:25])[F:24])[C:19]([O:21]C)=[O:20])[CH:13]=[CH:14][CH:15]=2)[CH:10]=[C:9]1[CH3:28])[C:2]1[CH:7]=[CH:6][CH:5]=[CH:4][CH:3]=1.O.[OH-].[Li+]. (5) Given the product [C:20]([C:24]1[CH:29]=[CH:28][C:27]([S:30]([N:19]([C:15]2[CH:16]=[CH:17][CH:18]=[C:13]([O:12][CH3:11])[CH:14]=2)[CH2:2][C:3]([N:8]([CH2:9][CH3:10])[CH2:6][CH3:7])=[O:4])(=[O:32])=[O:31])=[CH:26][CH:25]=1)([CH3:23])([CH3:21])[CH3:22], predict the reactants needed to synthesize it. The reactants are: Br[CH2:2][C:3](Br)=[O:4].[CH2:6]([NH:8][CH2:9][CH3:10])[CH3:7].[CH3:11][O:12][C:13]1[CH:18]=[CH:17][CH:16]=[C:15]([NH2:19])[CH:14]=1.[C:20]([C:24]1[CH:29]=[CH:28][C:27]([S:30](Cl)(=[O:32])=[O:31])=[CH:26][CH:25]=1)([CH3:23])([CH3:22])[CH3:21]. (6) Given the product [OH:22][N:21]=[C:7]([C:9]1[CH:14]=[CH:13][C:12]([O:15][C:16]([F:19])([F:18])[F:17])=[CH:11][CH:10]=1)[CH2:6][N:1]1[CH2:5][CH2:4][CH2:3][CH2:2]1, predict the reactants needed to synthesize it. The reactants are: [N:1]1([CH2:6][C:7]([C:9]2[CH:14]=[CH:13][C:12]([O:15][C:16]([F:19])([F:18])[F:17])=[CH:11][CH:10]=2)=O)[CH2:5][CH2:4][CH2:3][CH2:2]1.Cl.[NH2:21][OH:22].C(N(CC)CC)C. (7) Given the product [N:20]1([CH2:19][CH2:18][CH2:17][O:16][C:7]2[C:8]([C:10]3[CH:15]=[CH:14][CH:13]=[CH:12][CH:11]=3)=[CH:9][C:4]([NH2:1])=[CH:5][CH:6]=2)[CH2:25][CH2:24][O:23][CH2:22][CH2:21]1, predict the reactants needed to synthesize it. The reactants are: [N+:1]([C:4]1[CH:5]=[CH:6][C:7]([O:16][CH2:17][CH2:18][CH2:19][N:20]2[CH2:25][CH2:24][O:23][CH2:22][CH2:21]2)=[C:8]([C:10]2[CH:15]=[CH:14][CH:13]=[CH:12][CH:11]=2)[CH:9]=1)([O-])=O.